Predict the product of the given reaction. From a dataset of Forward reaction prediction with 1.9M reactions from USPTO patents (1976-2016). Given the reactants [CH3:1][O:2][C:3](=[O:25])[C:4]1[CH:9]=[C:8](I)[CH:7]=[N:6][C:5]=1[O:11][C:12]1[CH:17]=[CH:16][C:15]([O:18][C:19]2[CH:24]=[CH:23][CH:22]=[CH:21][CH:20]=2)=[CH:14][CH:13]=1.[C:26]([O:30][C:31]([N:33]1[CH2:38][CH2:37][CH2:36][CH:35]([NH2:39])[CH2:34]1)=[O:32])([CH3:29])([CH3:28])[CH3:27].C(=O)([O-])[O-].[Cs+].[Cs+].CC(C1C=C(C(C)C)C(C2C(P(C3CCCCC3)C3CCCCC3)=C(OC)C=CC=2OC)=C(C(C)C)C=1)C, predict the reaction product. The product is: [CH3:1][O:2][C:3](=[O:25])[C:4]1[CH:9]=[C:8]([NH:39][CH:35]2[CH2:36][CH2:37][CH2:38][N:33]([C:31]([O:30][C:26]([CH3:29])([CH3:28])[CH3:27])=[O:32])[CH2:34]2)[CH:7]=[N:6][C:5]=1[O:11][C:12]1[CH:17]=[CH:16][C:15]([O:18][C:19]2[CH:24]=[CH:23][CH:22]=[CH:21][CH:20]=2)=[CH:14][CH:13]=1.